This data is from Full USPTO retrosynthesis dataset with 1.9M reactions from patents (1976-2016). The task is: Predict the reactants needed to synthesize the given product. (1) Given the product [C:13]1([CH2:12][S:11][C:9]2[N:10]=[C:5]([CH:4]=[O:3])[CH:6]=[C:7]([NH:19][C:20]3[S:21][C:22]4[C:27]([N:28]=3)=[CH:26][CH:25]=[CH:24][N:23]=4)[N:8]=2)[CH:14]=[CH:15][CH:16]=[CH:17][CH:18]=1, predict the reactants needed to synthesize it. The reactants are: C([O:3][CH:4](OCC)[C:5]1[N:10]=[C:9]([S:11][CH2:12][C:13]2[CH:18]=[CH:17][CH:16]=[CH:15][CH:14]=2)[N:8]=[C:7]([NH:19][C:20]2[S:21][C:22]3[C:27]([N:28]=2)=[CH:26][CH:25]=[CH:24][N:23]=3)[CH:6]=1)C.Cl. (2) Given the product [CH3:19][O:1][C:2]1([CH2:27][C:28](=[O:29])[CH3:30])[C:10](=[O:11])[C:9]2[CH:12]=[CH:13][CH:14]=[CH:15][C:8]=2[C:7]2[NH:6][C:5](=[O:16])[C:4]([CH3:18])([CH3:17])[C:3]1=2, predict the reactants needed to synthesize it. The reactants are: [OH:1][C:2]1[C:10](=[O:11])[C:9]2[CH:12]=[CH:13][CH:14]=[CH:15][C:8]=2[C:7]2[C:3]=1[C:4]([CH3:18])([CH3:17])[C:5](=[O:16])[N:6]=2.[C:19]([O-])([O-])=O.[K+].[K+].CI.[CH3:27][C:28]([CH3:30])=[O:29]. (3) Given the product [NH2:24][C:21]1[CH:20]=[CH:19][C:18]([C:16]([NH:15][C@H:11]2[CH2:12][CH2:13][CH2:14][C@@H:9]([NH:8][C:5]3[N:4]=[C:3]([C:32]4[C:40]5[C:35](=[CH:36][CH:37]=[CH:38][CH:39]=5)[NH:34][N:33]=4)[C:2]([Cl:1])=[CH:7][N:6]=3)[CH2:10]2)=[O:17])=[CH:23][CH:22]=1, predict the reactants needed to synthesize it. The reactants are: [Cl:1][C:2]1[C:3]([C:32]2[C:40]3[C:35](=[CH:36][CH:37]=[CH:38][CH:39]=3)[NH:34][N:33]=2)=[N:4][C:5]([NH:8][C@@H:9]2[CH2:14][CH2:13][CH2:12][C@H:11]([NH:15][C:16]([C:18]3[CH:23]=[CH:22][C:21]([NH:24]C(=O)OC(C)(C)C)=[CH:20][CH:19]=3)=[O:17])[CH2:10]2)=[N:6][CH:7]=1. (4) Given the product [F:1][C:2]1[CH:7]=[CH:6][CH:5]=[CH:4][C:3]=1[C:12]1[CH:13]=[CH:14][CH:15]=[C:16]2[C:20]=1[NH:19][CH:18]=[CH:17]2, predict the reactants needed to synthesize it. The reactants are: [F:1][C:2]1[CH:7]=[CH:6][CH:5]=[CH:4][C:3]=1B(O)O.Br[C:12]1[CH:13]=[CH:14][CH:15]=[C:16]2[C:20]=1[NH:19][CH:18]=[CH:17]2.[Li+].[Cl-].C([O-])([O-])=O.[Na+].[Na+]. (5) Given the product [F:36][C:17]1[CH:16]=[C:11]([C:12](=[O:13])[NH:14][CH3:15])[CH:10]=[C:9]([F:8])[C:18]=1[C:19]1[N:23]([CH2:24][C@H:25]2[O:30][CH2:29][CH2:28][N:27]([C:38]([O:40][CH3:41])=[O:39])[CH2:26]2)[C:22]2[CH:31]=[CH:32][C:33]([CH3:35])=[CH:34][C:21]=2[N:20]=1, predict the reactants needed to synthesize it. The reactants are: FC(F)(F)C(O)=O.[F:8][C:9]1[CH:10]=[C:11]([CH:16]=[C:17]([F:36])[C:18]=1[C:19]1[N:23]([CH2:24][C@H:25]2[O:30][CH2:29][CH2:28][NH:27][CH2:26]2)[C:22]2[CH:31]=[CH:32][C:33]([CH3:35])=[CH:34][C:21]=2[N:20]=1)[C:12]([NH:14][CH3:15])=[O:13].Cl[C:38]([O:40][CH3:41])=[O:39].C(N(CC)C(C)C)(C)C. (6) Given the product [CH2:11]([N:8]1[C:6]2[N:7]=[C:2]([C:28]3[CH:33]=[CH:32][C:31]([NH2:34])=[CH:30][CH:29]=3)[N:3]=[C:4]([N:13]3[CH2:18][CH2:17][O:16][CH2:15][C@@H:14]3[CH3:19])[C:5]=2[N:10]=[N:9]1)[CH3:12], predict the reactants needed to synthesize it. The reactants are: Cl[C:2]1[N:3]=[C:4]([N:13]2[CH2:18][CH2:17][O:16][CH2:15][C@@H:14]2[CH3:19])[C:5]2[N:10]=[N:9][N:8]([CH2:11][CH3:12])[C:6]=2[N:7]=1.CC1(C)C(C)(C)OB([C:28]2[CH:33]=[CH:32][C:31]([NH2:34])=[CH:30][CH:29]=2)O1. (7) Given the product [Cl:31][C:18]1[C:17]2[CH2:16][NH:15][CH2:24][CH2:23][C:22]=2[N:21]=[C:20]2[CH:25]=[CH:26][C:27]([C:29]#[N:30])=[CH:28][C:19]=12, predict the reactants needed to synthesize it. The reactants are: ClC(OC(Cl)C)=O.C([N:15]1[CH2:24][CH2:23][C:22]2[N:21]=[C:20]3[CH:25]=[CH:26][C:27]([C:29]#[N:30])=[CH:28][C:19]3=[C:18]([Cl:31])[C:17]=2[CH2:16]1)C1C=CC=CC=1. (8) Given the product [CH3:29][O:28][C:24]1[CH:23]=[C:21]([NH:22][C:8](=[O:10])[CH2:7][CH:4]2[CH2:5][CH2:6][C:2](=[O:1])[CH2:3]2)[CH:20]=[C:19]([O:18][CH3:17])[C:25]=1[O:26][CH3:27], predict the reactants needed to synthesize it. The reactants are: [O:1]=[C:2]1[CH2:6][CH2:5][CH:4]([CH2:7][C:8]([OH:10])=O)[CH2:3]1.C(Cl)(=O)C(Cl)=O.[CH3:17][O:18][C:19]1[CH:20]=[C:21]([CH:23]=[C:24]([O:28][CH3:29])[C:25]=1[O:26][CH3:27])[NH2:22].N1C=CC=CC=1. (9) Given the product [CH3:23][C:19]1[C:20]([CH3:22])=[CH:21][C:7]2[N:6]([CH2:5][CH2:4][CH2:3][CH:2]=[O:1])[C:15]3[C:10]([C:11](=[O:17])[NH:12][C:13](=[O:16])[N:14]=3)=[N:9][C:8]=2[CH:18]=1, predict the reactants needed to synthesize it. The reactants are: [OH:1][CH2:2][CH2:3][CH2:4][CH2:5][N:6]1[C:15]2[C:10]([C:11](=[O:17])[NH:12][C:13](=[O:16])[N:14]=2)=[N:9][C:8]2[CH:18]=[C:19]([CH3:23])[C:20]([CH3:22])=[CH:21][C:7]1=2.C(N(CC)CC)C. (10) Given the product [CH3:14][C:13]1[N:1]([C:2]2[N:7]=[C:6]([CH3:8])[C:5]([Br:9])=[C:4]([CH3:10])[N:3]=2)[C:16]([CH3:15])=[CH:11][CH:12]=1, predict the reactants needed to synthesize it. The reactants are: [NH2:1][C:2]1[N:7]=[C:6]([CH3:8])[C:5]([Br:9])=[C:4]([CH3:10])[N:3]=1.[C:11]1(C)[CH:16]=[CH:15][C:14](S(O)(=O)=O)=[CH:13][CH:12]=1.O.